The task is: Regression. Given a target protein amino acid sequence and a drug SMILES string, predict the binding affinity score between them. We predict pKi (pKi = -log10(Ki in M); higher means stronger inhibition). Dataset: bindingdb_ki.. This data is from Drug-target binding data from BindingDB using Ki measurements. (1) The compound is COc1cccc(OC[C@@H]2CN(CCN3CCc4ccccc43)CCO2)c1. The target protein (P30728) has sequence MAPLSQISSHINSTCGAENSTGVNRARPHAYYALSYCALILAIIFGNGLVCAAVLRERALQTTTNYLVVSLAVADLLVATLVMPWVVYLEVTGGVWNFSRICCDVFVTLDVMMCTASILNLCAISIDRYTAVVMPVHYQHGTGQSSCRRVALMITAVWVLAFAVSCPLLFGFNTTGDPSICSISNPDFVIYSSVVSFYVPFGVTVLVYARIYMVLRQRRRKRILTRQNSQCISIRPGFPQQSSCLRLHPIRQFSIRARFLSDATGQMEHIEDKPYPQKCQDPLLSHLQPLSPGQTHGELKRYYSICQDTALRHPNFEGGGGMSQVERTRNSLSPTMAPKLSLEVRKLSNGRLSTSLKLGPLQPRGVPLREKKATQMVVIVLGAFIVCWLPFFLTHVLNTHCQACHVSPELYRATTWLGYVNSALNPVIYTTFNIEFRKAFLKILSC. The pKi is 5.1. (2) The drug is O=C1c2ccccc2OC1[N+](=O)[O-]. The target protein (H9TB17) has sequence MEPSTLYFYVNGRRVTEKNVDPETMLLPYLGRNLRLTGTKYGCGGGGCGACTVMVSRYDRGTGQIRHYPACACLTPLCSLHGAAVTTVEGVGSTRTRLHPVQERIAKSHGTQCGFCTPGMVMSLYALLRSHPQPSEEQLLEALAGNLCRCTGYRPILDAGKTFCKTSGCCQSKENGVCCLDQGVNGVQEAEGEQTSQELCSEEEFVPLDPTQELIFPPELMILAQKQPQKSRVFTGDRVTWISPVTLKDLLEAKAKNPRAPVVMGNTSVGPEMKFKGVFHPVIISPDGIEELSVIKQGNEGLTLGAGLSLAQVQDVLADVVQQLPEEKTQTLCALLKQLRTLAGSQIRNMASLGGHIMSRHLDSDLNPVLAAASCTLHVPSQEGDRQIPLDEHFLSRSPSADLRPQEVLLSVTIPYSRKWEFVSAFRQAQRKRSARAIVNVGMRVFFGAGDGVISELCILYGGVGPAIVCATDACRKLVGRHWTEEMLDEACRLVLGEVA.... The pKi is 3.6. (3) The small molecule is CCCCCOC(=O)N1CCN(C(=O)[C@H](CCC(=O)O)NC(=O)c2nc(-c3ccccc3)cc(N3CCC(OC)CC3)n2)CC1. The target protein (Q9H244) has sequence MQAVDNLTSAPGNTSLCTRDYKITQVLFPLLYTVLFFVGLITNGLAMRIFFQIRSKSNFIIFLKNTVISDLLMILTFPFKILSDAKLGTGPLRTFVCQVTSVIFYFTMYISISFLGLITIDRYQKTTRPFKTSNPKNLLGAKILSVVIWAFMFLLSLPNMILTNRQPRDKNVKKCSFLKSEFGLVWHEIVNYICQVIFWINFLIVIVCYTLITKELYRSYVRTRGVGKVPRKKVNVKVFIIIAVFFICFVPFHFARIPYTLSQTRDVFDCTAENTLFYVKESTLWLTSLNACLDPFIYFFLCKSFRNSLISMLKCPNSATSLSQDNRKKEQDGGDPNEETPM. The pKi is 8.1. (4) The compound is Cc1ccc2sc(COC3=C[C@@](O)(C(=O)[O-])C[C@@H](O)[C@@H]3O)cc2c1. The target protein (Q48255) has sequence MKILVIQGPNLNMLGHRDPRLYGMVTLDQIHEIMQTFVKQGNLDVELEFFQTNFEGEIIDKIQESVGSDYEGIIINPGAFSHTSIAIADAIMLAGKPVIEVHLTNIQAREEFRKNSYTGAACGGVIMGFGPLGYNMALMAMVNILAEMKAFQEAQKNNPNNPINNQK. The pKi is 6.9. (5) The drug is CNC(=O)[C@H](CC(C)C)C[C@H](O)[C@H](CC1CCCCC1)NC(=O)C(Cc1cnc[nH]1)NC(=O)C(Cc1ccccc1)NC(=O)OC(C)(C)C. The target protein (P07267) has sequence MFSLKALLPLALLLVSANQVAAKVHKAKIYKHELSDEMKEVTFEQHLAHLGQKYLTQFEKANPEVVFSREHPFFTEGGHDVPLTNYLNAQYYTDITLGTPPQNFKVILDTGSSNLWVPSNECGSLACFLHSKYDHEASSSYKANGTEFAIQYGTGSLEGYISQDTLSIGDLTIPKQDFAEATSEPGLTFAFGKFDGILGLGYDTISVDKVVPPFYNAIQQDLLDEKRFAFYLGDTSKDTENGGEATFGGIDESKFKGDITWLPVRRKAYWEVKFEGIGLGDEYAELESHGAAIDTGTSLITLPSGLAEMINAEIGAKKGWTGQYTLDCNTRDNLPDLIFNFNGYNFTIGPYDYTLEVSGSCISAITPMDFPEPVGPLAIVGDAFLRKYYSIYDLGNNAVGLAKAI. The pKi is 5.4. (6) The pKi is 8.0. The target is MLLARMKPQVQPELGGADQ. The drug is CN(C)CCCN1c2ccccc2CCc2ccccc21. (7) The compound is CN1CCC(c2c(O)cc(O)c3c(=O)cc(-c4ccccc4Cl)oc23)[C@H](O)C1. The target protein sequence is MPIAQLLELWKKIEVEPMEIETTEEDLNLDVEPTTEDTAEEEEGVVKEIDISHHVKEGFEKADPSQFELLKVLGQGSYGKVFLVRKVKGSDAGQLYAMKVLKKATLKVRDRVRSKMERDILAEVNHPFIVKLHYAFQTEGKLYLILDFLRGGDLFTRLSKEVMFTEEDVKFYLAELALALDHLHSLGIIYRDLKPENILLDEEGHIKITDFGLSKEAIDHDKRAYSFCGTIEYMAPEVVNRRGHTQSADWWSFGVLMFEMLTGSLPFQGKDRKETMALILKAKLGMPQFLSGEAQSLLRALFKRNPCNRLGAGIDGVEEIKRHPFFVTIDWNTLYRKEIKPPFKPAVGRPEDTFHFDPEFTARTPTDSPGVPPSANAHHLFRGFSFVASSLIQEPSQQDLHKVPVHPIVQQLHGNNIHFTDGYEIKEDIGVGSYSVCKRCVHKATDTEYAVKIIDKSKRDPSEEIEILLRYGQHPNIITLKDVYDDGKFVYLVMELMRGG.... The pKi is 2.8.